From a dataset of Full USPTO retrosynthesis dataset with 1.9M reactions from patents (1976-2016). Predict the reactants needed to synthesize the given product. (1) Given the product [O:4]=[C:3]1[CH2:2][O:12][C@H:7]2[CH2:8][CH2:9][CH2:10][CH2:11][C@@H:6]2[N:5]1[CH:13]1[CH2:18][CH2:17][N:16]([C:19]([O:21][C:22]([CH3:25])([CH3:24])[CH3:23])=[O:20])[CH2:15][CH2:14]1, predict the reactants needed to synthesize it. The reactants are: Cl[CH2:2][C:3]([N:5]([CH:13]1[CH2:18][CH2:17][N:16]([C:19]([O:21][C:22]([CH3:25])([CH3:24])[CH3:23])=[O:20])[CH2:15][CH2:14]1)[C@H:6]1[CH2:11][CH2:10][CH2:9][CH2:8][C@@H:7]1[OH:12])=[O:4].C(O[K])(C)(C)C. (2) Given the product [CH2:1]([O:8][CH2:9][CH:10]1[O:12][CH2:13][C:14]2([CH2:16][CH2:15]2)[CH2:17][O:11]1)[C:2]1[CH:7]=[CH:6][CH:5]=[CH:4][CH:3]=1, predict the reactants needed to synthesize it. The reactants are: [CH2:1]([O:8][CH2:9][CH:10]=[O:11])[C:2]1[CH:7]=[CH:6][CH:5]=[CH:4][CH:3]=1.[OH:12][CH2:13][C:14]1([CH2:17]O)[CH2:16][CH2:15]1. (3) Given the product [CH3:27][N:28]1[CH:32]=[C:31]([C:18]2[N:23]=[CH:22][C:21]3[CH:24]=[N:25][N:26]([C:12]4[N:11]=[C:10]([N:1]5[CH2:7][C@@H:6]([OH:8])[CH2:5][NH:4][CH2:3][CH2:2]5)[CH:15]=[CH:14][CH:13]=4)[C:20]=3[CH:19]=2)[CH:30]=[N:29]1, predict the reactants needed to synthesize it. The reactants are: [NH:1]1[CH2:7][CH:6]([OH:8])[CH2:5][NH:4][CH2:3][CH2:2]1.Br[C:10]1[CH:15]=[CH:14][CH:13]=[C:12](F)[N:11]=1.Cl[C:18]1[N:23]=[CH:22][C:21]2[CH:24]=[N:25][NH:26][C:20]=2[CH:19]=1.[CH3:27][N:28]1[CH:32]=[C:31](B2OC(C)(C)C(C)(C)O2)[CH:30]=[N:29]1. (4) Given the product [CH2:15]([O:22][C:23]1[CH:28]=[CH:27][N:26]=[C:25]([O:14][CH2:13][C:3]2[C:4]([C:7]3[CH:12]=[CH:11][CH:10]=[CH:9][CH:8]=3)=[N:5][O:6][C:2]=2[CH3:1])[CH:24]=1)[C:16]1[CH:17]=[CH:18][CH:19]=[CH:20][CH:21]=1, predict the reactants needed to synthesize it. The reactants are: [CH3:1][C:2]1[O:6][N:5]=[C:4]([C:7]2[CH:12]=[CH:11][CH:10]=[CH:9][CH:8]=2)[C:3]=1[CH2:13][OH:14].[CH2:15]([O:22][C:23]1[CH:28]=[CH:27][NH:26][C:25](=O)[CH:24]=1)[C:16]1[CH:21]=[CH:20][CH:19]=[CH:18][CH:17]=1. (5) Given the product [C:1]([O:5][C:6](=[O:22])[NH:7][C:8]1[CH:13]=[C:12]([O:14][CH2:15][CH3:16])[C:11]([C:17]([F:20])([F:19])[F:18])=[CH:10][C:9]=1[NH:21][C:28](=[O:27])[CH2:29][C:30]([C:32]1[CH:37]=[CH:36][CH:35]=[C:34]([C:38]2[CH:43]=[CH:42][N:41]=[C:40]([CH:44]([CH3:45])[CH3:46])[CH:39]=2)[CH:33]=1)=[O:31])([CH3:2])([CH3:3])[CH3:4], predict the reactants needed to synthesize it. The reactants are: [C:1]([O:5][C:6](=[O:22])[NH:7][C:8]1[CH:13]=[C:12]([O:14][CH2:15][CH3:16])[C:11]([C:17]([F:20])([F:19])[F:18])=[CH:10][C:9]=1[NH2:21])([CH3:4])([CH3:3])[CH3:2].C([O:27][C:28](=O)[CH2:29][C:30]([C:32]1[CH:37]=[CH:36][CH:35]=[C:34]([C:38]2[CH:43]=[CH:42][N:41]=[C:40]([CH:44]([CH3:46])[CH3:45])[CH:39]=2)[CH:33]=1)=[O:31])(C)(C)C. (6) Given the product [Br:1][C:2]1[CH:3]=[CH:4][C:5]([OH:11])=[C:6]([C:8](=[O:10])[CH:9]=[CH:16][C:15]2[CH:18]=[CH:19][CH:20]=[C:13]([Cl:12])[CH:14]=2)[CH:7]=1, predict the reactants needed to synthesize it. The reactants are: [Br:1][C:2]1[CH:3]=[CH:4][C:5]([OH:11])=[C:6]([C:8](=[O:10])[CH3:9])[CH:7]=1.[Cl:12][C:13]1[CH:14]=[C:15]([CH:18]=[CH:19][CH:20]=1)[CH:16]=O.CCO.[OH-].[Na+]. (7) Given the product [C:1]([O:4][C@H:5]([C:43]1[CH:44]=[CH:45][C:46]([F:49])=[CH:47][CH:48]=1)[CH2:6][CH2:7][C@H:8]1[C:11](=[O:12])[N:10]([C:13]2[CH:14]=[CH:15][C:16]([CH2:19][CH2:20][CH2:21][NH:50][C:51]3[S:52][CH:53]=[CH:54][N:55]=3)=[CH:17][CH:18]=2)[C@@H:9]1[C:23]1[CH:28]=[CH:27][C:26]([CH2:29][CH2:30][C:31]2([O:39][C:40](=[O:42])[CH3:41])[CH2:36][O:35][C:34]([CH3:38])([CH3:37])[O:33][CH2:32]2)=[CH:25][CH:24]=1)(=[O:3])[CH3:2], predict the reactants needed to synthesize it. The reactants are: [C:1]([O:4][C@H:5]([C:43]1[CH:48]=[CH:47][C:46]([F:49])=[CH:45][CH:44]=1)[CH2:6][CH2:7][C@H:8]1[C:11](=[O:12])[N:10]([C:13]2[CH:18]=[CH:17][C:16]([CH2:19][CH2:20][CH:21]=O)=[CH:15][CH:14]=2)[C@@H:9]1[C:23]1[CH:28]=[CH:27][C:26]([CH2:29][CH2:30][C:31]2([O:39][C:40](=[O:42])[CH3:41])[CH2:36][O:35][C:34]([CH3:38])([CH3:37])[O:33][CH2:32]2)=[CH:25][CH:24]=1)(=[O:3])[CH3:2].[NH2:50][C:51]1[S:52][CH:53]=[CH:54][N:55]=1.C(O[BH-](OC(=O)C)OC(=O)C)(=O)C.[Na+]. (8) Given the product [O:3]=[C:4]1[CH:5]=[C:6]([C@@H:8]2[CH2:13][CH2:12][N:11]([C:14]([O:16][CH3:17])=[O:15])[C@@H:10]([C:18]3[CH:23]=[CH:22][CH:21]=[CH:20][CH:19]=3)[CH2:9]2)[O:7][NH:27]1, predict the reactants needed to synthesize it. The reactants are: C([O:3][C:4](=O)[CH2:5][C:6]([C@@H:8]1[CH2:13][CH2:12][N:11]([C:14]([O:16][CH3:17])=[O:15])[C@@H:10]([C:18]2[CH:23]=[CH:22][CH:21]=[CH:20][CH:19]=2)[CH2:9]1)=[O:7])C.[OH-].[Na+].[NH2:27]O.Cl.